From a dataset of Peptide-MHC class I binding affinity with 185,985 pairs from IEDB/IMGT. Regression. Given a peptide amino acid sequence and an MHC pseudo amino acid sequence, predict their binding affinity value. This is MHC class I binding data. (1) The peptide sequence is GVKVRVWLF. The MHC is HLA-B08:01 with pseudo-sequence HLA-B08:01. The binding affinity (normalized) is 0.0847. (2) The peptide sequence is MWSFNPETNI. The MHC is HLA-A30:02 with pseudo-sequence HLA-A30:02. The binding affinity (normalized) is 0.0651.